From a dataset of Full USPTO retrosynthesis dataset with 1.9M reactions from patents (1976-2016). Predict the reactants needed to synthesize the given product. (1) Given the product [Br:1][C:16]1[CH:15]=[N:14][C:13]([C:9]([CH3:12])([CH3:10])[CH3:11])=[CH:18][C:17]=1[NH2:19], predict the reactants needed to synthesize it. The reactants are: [Br:1]N1C(=O)CCC1=O.[C:9]([C:13]1[CH:18]=[C:17]([NH2:19])[CH:16]=[CH:15][N:14]=1)([CH3:12])([CH3:11])[CH3:10]. (2) Given the product [C:27]([C:26]1[C:21]([O:20][CH2:16][CH2:17][CH2:18][CH3:19])=[C:22]([C:2]2[C:7]([OH:8])=[CH:6][CH:5]=[C:4]([CH:9]=[CH:10][C:11]([OH:13])=[O:12])[CH:3]=2)[CH:23]=[C:24]([C:31]([CH3:34])([CH3:33])[CH3:32])[CH:25]=1)([CH3:30])([CH3:29])[CH3:28], predict the reactants needed to synthesize it. The reactants are: Br[C:2]1[CH:3]=[C:4]([CH:9]=[CH:10][C:11]([O:13]CC)=[O:12])[CH:5]=[CH:6][C:7]=1[OH:8].[CH2:16]([O:20][C:21]1[C:26]([C:27]([CH3:30])([CH3:29])[CH3:28])=[CH:25][C:24]([C:31]([CH3:34])([CH3:33])[CH3:32])=[CH:23][C:22]=1B(O)O)[CH2:17][CH2:18][CH3:19]. (3) Given the product [N:18]1([C:2]2[CH:7]=[CH:6][C:5]([CH2:8][CH2:9][NH:10][C:11](=[O:17])[O:12][C:13]([CH3:16])([CH3:15])[CH3:14])=[CH:4][CH:3]=2)[CH:22]=[CH:21][N:20]=[CH:19]1, predict the reactants needed to synthesize it. The reactants are: Br[C:2]1[CH:7]=[CH:6][C:5]([CH2:8][CH2:9][NH:10][C:11](=[O:17])[O:12][C:13]([CH3:16])([CH3:15])[CH3:14])=[CH:4][CH:3]=1.[NH:18]1[CH:22]=[CH:21][N:20]=[CH:19]1.C1C=CC=CC=1.N1C2C(=CC=C3C=2N=CC=C3)C=CC=1.C([O-])([O-])=O.[Cs+].[Cs+]. (4) Given the product [I:1][C:2]1[CH:15]=[CH:14][C:5]([CH2:6][C:7]2[C:8]([O:13][C@:21]3([O:23][C@H:24]([CH2:35][O:36][C:37](=[O:39])[CH3:38])[C@@H:25]([O:31][C:32](=[O:34])[CH3:33])[C@H:26]([O:27][C:28](=[O:30])[CH3:29])[C@H:20]3[O:19][C:16](=[O:18])[CH3:17])[OH:22])=[N:9][NH:10][C:11]=2[CH3:12])=[CH:4][CH:3]=1, predict the reactants needed to synthesize it. The reactants are: [I:1][C:2]1[CH:15]=[CH:14][C:5]([CH2:6][C:7]2[C:8]([OH:13])=[N:9][NH:10][C:11]=2[CH3:12])=[CH:4][CH:3]=1.[C:16]([O:19][C@@H:20]1[C@@H:26]([O:27][C:28](=[O:30])[CH3:29])[C@H:25]([O:31][C:32](=[O:34])[CH3:33])[C@@H:24]([CH2:35][O:36][C:37](=[O:39])[CH3:38])[O:23][C@@:21]1(Br)[OH:22])(=[O:18])[CH3:17]. (5) Given the product [C:14]1(/[CH:17]=[CH:18]/[CH:19]=[N:10]/[NH:9][C:1](=[O:8])[C:2]2[CH:7]=[CH:6][CH:5]=[CH:4][CH:3]=2)[CH:15]=[CH:16][CH:11]=[CH:12][CH:13]=1, predict the reactants needed to synthesize it. The reactants are: [C:1]([NH:9][NH2:10])(=[O:8])[C:2]1[CH:7]=[CH:6][CH:5]=[CH:4][CH:3]=1.[CH:11]1[CH:16]=[CH:15][C:14](/[CH:17]=[CH:18]/[CH:19]=O)=[CH:13][CH:12]=1. (6) Given the product [S:1]1[CH:5]=[CH:4][CH:3]=[C:2]1[CH2:6][NH:7][C:8]([C:10]1[N:11]=[C:12]2[C:17]([C:18]([F:21])([F:20])[F:19])=[CH:16][C:15]([C:25]#[N:26])=[CH:14][N:13]2[C:23]=1[Cl:24])=[O:9], predict the reactants needed to synthesize it. The reactants are: [S:1]1[CH:5]=[CH:4][CH:3]=[C:2]1[CH2:6][NH:7][C:8]([C:10]1[N:11]=[C:12]2[C:17]([C:18]([F:21])([F:20])[F:19])=[CH:16][C:15](Br)=[CH:14][N:13]2[C:23]=1[Cl:24])=[O:9].[CH3:25][N:26](C=O)C. (7) Given the product [F:27][C:28]([F:32])([F:31])[CH2:29][O:30][C:2]1[CH:3]=[C:4]2[C:8](=[C:9]([Cl:11])[CH:10]=1)[C:7](=[O:12])[N:6]([CH2:13][C:14]1[CH:19]=[CH:18][C:17]([Br:20])=[CH:16][CH:15]=1)[CH2:5]2, predict the reactants needed to synthesize it. The reactants are: Cl[C:2]1[CH:3]=[C:4]2[C:8](=[C:9]([Cl:11])[CH:10]=1)[C:7](=[O:12])[N:6]([CH2:13][C:14]1[CH:19]=[CH:18][C:17]([Br:20])=[CH:16][CH:15]=1)[CH2:5]2.C(=O)([O-])[O-].[Cs+].[Cs+].[F:27][C:28]([F:32])([F:31])[CH2:29][OH:30]. (8) Given the product [CH:29]([OH:31])=[O:30].[NH2:17][C:10]1[CH2:11][O:12][CH2:13][C:14]([F:15])([F:16])[C@:8]([C:6]2[CH:7]=[C:2]([NH:1][C:29]([C:26]3[CH:25]=[N:24][C:23]([O:22][CH2:21][F:20])=[CH:28][N:27]=3)=[O:30])[CH:3]=[CH:4][C:5]=2[F:19])([CH3:18])[N:9]=1, predict the reactants needed to synthesize it. The reactants are: [NH2:1][C:2]1[CH:3]=[CH:4][C:5]([F:19])=[C:6]([C@:8]2([CH3:18])[C:14]([F:16])([F:15])[CH2:13][O:12][CH2:11][C:10]([NH2:17])=[N:9]2)[CH:7]=1.[F:20][CH2:21][O:22][C:23]1[N:24]=[CH:25][C:26]([C:29]([OH:31])=[O:30])=[N:27][CH:28]=1. (9) Given the product [CH2:17]([C@@H:14]1[CH2:15][CH2:16][NH:11][CH2:12][C@H:13]1[O:21][C:22]([N:24]1[CH2:29][CH2:28][CH2:27][C@@H:26]([C@H:30]([C:39]2[CH:44]=[CH:43][CH:42]=[C:41]([Cl:45])[CH:40]=2)[O:31][CH2:32][CH2:33][NH:34][C:35]([O:37][CH3:38])=[O:36])[CH2:25]1)=[O:23])[CH:18]([CH3:20])[CH3:19], predict the reactants needed to synthesize it. The reactants are: C(OC([N:11]1[CH2:16][CH2:15][C@@H:14]([CH2:17][CH:18]([CH3:20])[CH3:19])[C@H:13]([O:21][C:22]([N:24]2[CH2:29][CH2:28][CH2:27][C@@H:26]([C@H:30]([C:39]3[CH:44]=[CH:43][CH:42]=[C:41]([Cl:45])[CH:40]=3)[O:31][CH2:32][CH2:33][NH:34][C:35]([O:37][CH3:38])=[O:36])[CH2:25]2)=[O:23])[CH2:12]1)=O)C1C=CC=CC=1.